This data is from Catalyst prediction with 721,799 reactions and 888 catalyst types from USPTO. The task is: Predict which catalyst facilitates the given reaction. (1) The catalyst class is: 142. Product: [CH3:9][CH:10]([CH3:11])[N:24]=[C:21]=[N:16][CH:3]([CH3:4])[CH3:2].[CH3:1][N:24]([C:19]1[CH:18]=[CH:17][N:16]=[CH:21][CH:20]=1)[CH3:22]. Reactant: [C:1]([O-])(=O)[CH2:2][CH2:3][C:4]([O-])=O.[C:9]1(=O)OC(=O)[CH2:11][CH2:10]1.[N:16]1[CH:21]=[CH:20][CH:19]=[CH:18][CH:17]=1.[C:22](#[N:24])C. (2) Reactant: [OH:1][CH2:2][C:3]([NH:5][CH2:6][C@H:7]1[O:12][CH2:11][CH2:10][N:9](C(OC(C)(C)C)=O)[CH2:8]1)=[O:4]. Product: [OH:1][CH2:2][C:3]([NH:5][CH2:6][C@H:7]1[O:12][CH2:11][CH2:10][NH:9][CH2:8]1)=[O:4]. The catalyst class is: 157. (3) Reactant: [Br:1][C:2]1[CH:21]=[CH:20][C:5]([O:6][C:7]2[N:14]=[C:13]([N:15]([CH2:17][CH2:18][OH:19])[CH3:16])[CH:12]=[CH:11][C:8]=2[C:9]#[N:10])=[CH:4][C:3]=1[CH:22]=[O:23].[CH3:24][C:25]([Si:28](Cl)([CH3:30])[CH3:29])([CH3:27])[CH3:26].CCN(CC)CC. Product: [Br:1][C:2]1[CH:21]=[CH:20][C:5]([O:6][C:7]2[N:14]=[C:13]([N:15]([CH2:17][CH2:18][O:19][Si:28]([C:25]([CH3:27])([CH3:26])[CH3:24])([CH3:30])[CH3:29])[CH3:16])[CH:12]=[CH:11][C:8]=2[C:9]#[N:10])=[CH:4][C:3]=1[CH:22]=[O:23]. The catalyst class is: 1.